From a dataset of Full USPTO retrosynthesis dataset with 1.9M reactions from patents (1976-2016). Predict the reactants needed to synthesize the given product. Given the product [Br:17][CH2:18][C:19](=[O:33])[CH2:20][CH2:21][N:22]1[C:30](=[O:31])[C:29]2[C:24](=[CH:25][CH:26]=[CH:27][CH:28]=2)[C:23]1=[O:32].[N:34]1[C:19]([CH2:20][CH2:21][N:22]2[C:30](=[O:31])[C:29]3[C:24](=[CH:25][CH:26]=[CH:27][CH:28]=3)[C:23]2=[O:32])=[CH:18][N:36]2[CH:37]=[CH:38][CH:39]=[CH:40][C:35]=12, predict the reactants needed to synthesize it. The reactants are: C=CC(=O)C.C1(=O)NC(=O)C2=CC=CC=C12.[Br:17][CH2:18][C:19](=[O:33])[CH2:20][CH2:21][N:22]1[C:30](=[O:31])[C:29]2[C:24](=[CH:25][CH:26]=[CH:27][CH:28]=2)[C:23]1=[O:32].[NH2:34][C:35]1[CH:40]=[CH:39][CH:38]=[CH:37][N:36]=1.